From a dataset of Catalyst prediction with 721,799 reactions and 888 catalyst types from USPTO. Predict which catalyst facilitates the given reaction. (1) Reactant: [CH3:1][O:2][C:3]([C:5]1[CH:10]=[C:9]([NH2:11])[CH:8]=[CH:7][N:6]=1)=[O:4].CN(C1C=CC=CN=1)C.[C:21](Cl)(=[O:28])[C:22]1[CH:27]=[CH:26][CH:25]=[CH:24][CH:23]=1. Product: [CH3:1][O:2][C:3]([C:5]1[CH:10]=[C:9]([NH:11][C:21](=[O:28])[C:22]2[CH:27]=[CH:26][CH:25]=[CH:24][CH:23]=2)[CH:8]=[CH:7][N:6]=1)=[O:4]. The catalyst class is: 17. (2) Reactant: [C:1](=[O:13])([O:11][CH3:12])[O:2][C:3]1[CH:8]=[CH:7][C:6]([F:9])=[CH:5][C:4]=1[Cl:10].[N+:14]([O-])([OH:16])=[O:15]. Product: [C:1](=[O:13])([O:11][CH3:12])[O:2][C:3]1[CH:8]=[C:7]([N+:14]([O-:16])=[O:15])[C:6]([F:9])=[CH:5][C:4]=1[Cl:10]. The catalyst class is: 561. (3) Reactant: [Cl:1][C:2]1[CH:7]=[CH:6][C:5]([C:8]2[C:14]3[CH:15]=[C:16]([O:19][CH3:20])[CH:17]=[CH:18][C:13]=3[N:12]3[C:21]([CH3:24])=[N:22][N:23]=[C:11]3[C@H:10]([CH2:25][C:26](O)=[O:27])[N:9]=2)=[CH:4][CH:3]=1.CCN=C=NCCCN(C)C.C1C=CC2N(O)N=NC=2C=1.[NH2:50][CH2:51][CH2:52][O:53][CH2:54][CH2:55][O:56][CH2:57][CH2:58][O:59][CH2:60][CH2:61][O:62][CH2:63][CH2:64][NH:65][C:66](=[O:72])[O:67][C:68]([CH3:71])([CH3:70])[CH3:69]. Product: [Cl:1][C:2]1[CH:7]=[CH:6][C:5]([C:8]2[C:14]3[CH:15]=[C:16]([O:19][CH3:20])[CH:17]=[CH:18][C:13]=3[N:12]3[C:21]([CH3:24])=[N:22][N:23]=[C:11]3[C@H:10]([CH2:25][C:26](=[O:27])[NH:50][CH2:51][CH2:52][O:53][CH2:54][CH2:55][O:56][CH2:57][CH2:58][O:59][CH2:60][CH2:61][O:62][CH2:63][CH2:64][NH:65][C:66](=[O:72])[O:67][C:68]([CH3:69])([CH3:71])[CH3:70])[N:9]=2)=[CH:4][CH:3]=1. The catalyst class is: 64. (4) The catalyst class is: 6. Reactant: [Cl:1][C:2]1[CH:7]=[CH:6][C:5]([C:8]2([C:11]3[C:20]4[C:15](=[CH:16][CH:17]=[C:18]([O:21]C)[CH:19]=4)[CH2:14][CH2:13][N:12]=3)[CH2:10][CH2:9]2)=[CH:4][CH:3]=1.B(Br)(Br)Br.CO.C(=O)(O)[O-].[Na+]. Product: [Cl:1][C:2]1[CH:3]=[CH:4][C:5]([C:8]2([C:11]3[C:20]4[C:15](=[CH:16][CH:17]=[C:18]([OH:21])[CH:19]=4)[CH2:14][CH2:13][N:12]=3)[CH2:10][CH2:9]2)=[CH:6][CH:7]=1. (5) Reactant: [N:1]#[C:2][C@@H:3]([C:5]([O:7][CH2:8][CH3:9])=[O:6])[NH2:4].C(OC(OCC)OCC)C.[CH3:20]N.C[C:23]#[N:24]. Product: [NH2:1][C:2]1[N:24]([CH3:23])[CH:20]=[N:4][C:3]=1[C:5]([O:7][CH2:8][CH3:9])=[O:6]. The catalyst class is: 818. (6) Reactant: Br[CH2:2][C:3]1[C:8]([CH3:9])=[CH:7][CH:6]=[CH:5][C:4]=1[N:10]1[C:14](=[O:15])[N:13]([CH3:16])[N:12]=[N:11]1.[Br:17][C:18]1[CH:23]=[CH:22][C:21]([OH:24])=[C:20]([CH2:25][CH3:26])[CH:19]=1.C(=O)([O-])[O-].[K+].[K+].C(#N)C. Product: [Br:17][C:18]1[CH:23]=[CH:22][C:21]([O:24][CH2:2][C:3]2[C:8]([CH3:9])=[CH:7][CH:6]=[CH:5][C:4]=2[N:10]2[C:14](=[O:15])[N:13]([CH3:16])[N:12]=[N:11]2)=[C:20]([CH2:25][CH3:26])[CH:19]=1. The catalyst class is: 6. (7) Reactant: [CH2:1]([O:5][C:6]1[CH:11]=[CH:10][C:9]([S:12]([O:15][C:16]2[C:25]([CH3:26])=[CH:24][CH:23]=[CH:22][C:17]=2[C:18]([O:20]C)=[O:19])(=[O:14])=[O:13])=[CH:8][CH:7]=1)[C:2]#[C:3][CH3:4].[I-].[Li+]. Product: [CH2:1]([O:5][C:6]1[CH:7]=[CH:8][C:9]([S:12]([O:15][C:16]2[C:25]([CH3:26])=[CH:24][CH:23]=[CH:22][C:17]=2[C:18]([OH:20])=[O:19])(=[O:14])=[O:13])=[CH:10][CH:11]=1)[C:2]#[C:3][CH3:4]. The catalyst class is: 13.